Dataset: Reaction yield outcomes from USPTO patents with 853,638 reactions. Task: Predict the reaction yield, written as a fraction of the theoretical maximum amount of product (1.0 means a 100% yield; for example, 0.34 means a 34% yield). (1) The reactants are [C:1]([C:10]1[CH:28]=[CH:27][C:13]([O:14][CH:15]([CH2:21][CH2:22][CH2:23][CH2:24][CH2:25][CH3:26])[C:16]([O:18]CC)=[O:17])=[CH:12][CH:11]=1)(=[O:9])[CH2:2][CH2:3][CH2:4][CH2:5][CH2:6][CH2:7][CH3:8].[OH-].[Li+]. No catalyst specified. The product is [C:1]([C:10]1[CH:28]=[CH:27][C:13]([O:14][CH:15]([CH2:21][CH2:22][CH2:23][CH2:24][CH2:25][CH3:26])[C:16]([OH:18])=[O:17])=[CH:12][CH:11]=1)(=[O:9])[CH2:2][CH2:3][CH2:4][CH2:5][CH2:6][CH2:7][CH3:8]. The yield is 0.870. (2) The reactants are C(OC(=O)[NH:6][C:7]1[CH:12]=[CH:11][CH:10]=[C:9]([C:13]2[N:14]=[C:15]([C:25]([CH3:28])([CH3:27])[CH3:26])[S:16][C:17]=2[C:18]2[CH:23]=[CH:22][N:21]=[C:20]([Cl:24])[N:19]=2)[C:8]=1[F:29])C=C.C([SnH](CCCC)CCCC)CCC. The catalyst is C(Cl)Cl.O.C1C=CC([P]([Pd]([P](C2C=CC=CC=2)(C2C=CC=CC=2)C2C=CC=CC=2)([P](C2C=CC=CC=2)(C2C=CC=CC=2)C2C=CC=CC=2)[P](C2C=CC=CC=2)(C2C=CC=CC=2)C2C=CC=CC=2)(C2C=CC=CC=2)C2C=CC=CC=2)=CC=1. The product is [Cl:24][C:20]1[N:19]=[C:18]([C:17]2[S:16][C:15]([C:25]([CH3:28])([CH3:27])[CH3:26])=[N:14][C:13]=2[C:9]2[C:8]([F:29])=[C:7]([CH:12]=[CH:11][CH:10]=2)[NH2:6])[CH:23]=[CH:22][N:21]=1. The yield is 0.820. (3) The reactants are C1(S)C=CC=CC=1.C(N(CC)CC)C.[N:15]([CH2:18][C:19]1[CH:26]=[CH:25][C:22]([C:23]#[N:24])=[C:21]([F:27])[CH:20]=1)=[N+]=[N-]. The catalyst is C(#N)C. The product is [NH2:15][CH2:18][C:19]1[CH:26]=[CH:25][C:22]([C:23]#[N:24])=[C:21]([F:27])[CH:20]=1. The yield is 0.720. (4) The reactants are [CH:1]1([CH2:5][O:6][C:7]2[C:15]3[C:10](=[N:11][CH:12]=[C:13]([NH:16][C:17](=[O:33])[C:18]4[C:23]([F:24])=[CH:22][CH:21]=[C:20]([NH:25][S:26]([CH2:29][CH2:30][CH3:31])(=[O:28])=[O:27])[C:19]=4[F:32])[CH:14]=3)[N:9](CC3C=CC(OC)=CC=3)[N:8]=2)[CH2:4][CH2:3][CH2:2]1. The catalyst is C(O)(C(F)(F)F)=O. The product is [CH:1]1([CH2:5][O:6][C:7]2[C:15]3[C:10](=[N:11][CH:12]=[C:13]([NH:16][C:17](=[O:33])[C:18]4[C:23]([F:24])=[CH:22][CH:21]=[C:20]([NH:25][S:26]([CH2:29][CH2:30][CH3:31])(=[O:27])=[O:28])[C:19]=4[F:32])[CH:14]=3)[NH:9][N:8]=2)[CH2:4][CH2:3][CH2:2]1. The yield is 0.220. (5) The reactants are S([O-])([O-])=O.[Na+].[Na+].[I:7][C:8]1[N:9]=[C:10]([C@@H:14]2[CH2:18][CH2:17][CH2:16][N:15]2[C:19]([O:21][C:22]([CH3:25])([CH3:24])[CH3:23])=[O:20])[NH:11][C:12]=1I. The catalyst is C(O)C.O.C(OCC)(=O)C. The product is [I:7][C:8]1[NH:9][C:10]([C@@H:14]2[CH2:18][CH2:17][CH2:16][N:15]2[C:19]([O:21][C:22]([CH3:25])([CH3:24])[CH3:23])=[O:20])=[N:11][CH:12]=1. The yield is 0.731. (6) The reactants are C(O[C@@H]1O[C@H](COC(=O)C)[C@@H](OC(=O)C)[C@H](OC(=O)C)[C@H]1[NH:24][C:25]([O:27][CH2:28][C:29]([Cl:32])([Cl:31])[Cl:30])=[O:26])(=O)C.C1(C)C(S)=CC=CC=1.B(F)(F)F.CCOCC.C(O[C@H:54]1[C@@H:67]([O:68][C:69](=[O:71])[CH3:70])[C@H:66]([O:72][C:73](=[O:75])[CH3:74])[C@@H:65]([CH2:76][O:77][C:78](=[O:80])[CH3:79])[O:64][C@@H:55]1[S:56][C:57]1[CH:62]=[CH:61][C:60]([CH3:63])=[CH:59][CH:58]=1)(=O)C. The catalyst is C(Cl)Cl. The product is [C:69]([O:68][C@H:67]1[C@H:66]([O:72][C:73](=[O:75])[CH3:74])[C@@H:65]([CH2:76][O:77][C:78](=[O:80])[CH3:79])[O:64][C@@H:55]([S:56][C:57]2[CH:62]=[CH:61][C:60]([CH3:63])=[CH:59][CH:58]=2)[C@@H:54]1[NH:24][C:25]([O:27][CH2:28][C:29]([Cl:32])([Cl:31])[Cl:30])=[O:26])(=[O:71])[CH3:70]. The yield is 0.890.